Dataset: Full USPTO retrosynthesis dataset with 1.9M reactions from patents (1976-2016). Task: Predict the reactants needed to synthesize the given product. (1) Given the product [CH3:2][NH:13][CH2:12][CH2:11][C:10]1[CH:14]=[C:15]([O:19][CH3:20])[C:16]([O:17][CH3:18])=[C:8]([O:7][CH3:6])[CH:9]=1, predict the reactants needed to synthesize it. The reactants are: O1CCC[CH2:2]1.[CH3:6][O:7][C:8]1[CH:9]=[C:10]([CH:14]=[C:15]([O:19][CH3:20])[C:16]=1[O:17][CH3:18])[CH2:11][CH2:12][NH2:13].C(O)(=O)C.C(OC(=O)C)(=O)C. (2) The reactants are: [C:1]([OH:12])(=[O:11])[C:2]1[CH:10]=[CH:9][CH:8]=[C:4]([C:5]([OH:7])=[O:6])[CH:3]=1.C(O)(=O)C. Given the product [CH:2]1([C:1]([OH:12])=[O:11])[CH2:10][CH2:9][CH2:8][CH:4]([C:5]([OH:7])=[O:6])[CH2:3]1, predict the reactants needed to synthesize it. (3) Given the product [CH2:17]([NH:18][C:6]1([CH2:5][C:4]([O:3][CH2:1][CH3:2])=[O:10])[CH2:9][S:8][CH2:7]1)[C:11]1[CH:16]=[CH:15][CH:14]=[CH:13][CH:12]=1, predict the reactants needed to synthesize it. The reactants are: [CH2:1]([O:3][C:4](=[O:10])[CH:5]=[C:6]1[CH2:9][S:8][CH2:7]1)[CH3:2].[C:11]1([CH2:17][NH2:18])[CH:16]=[CH:15][CH:14]=[CH:13][CH:12]=1. (4) Given the product [Cl:1][C:2]1[CH:3]=[C:4]2[C:9](=[CH:10][CH:11]=1)[N:8]=[C:7]([CH2:12][CH:13]([CH3:15])[CH3:14])[C:6]([CH2:16][N:32]1[C:28](=[O:38])[C:29]3[C:30](=[CH:34][CH:35]=[CH:36][CH:37]=3)[C:31]1=[O:33])=[C:5]2[C:18]1[CH:19]=[CH:20][CH:21]=[CH:22][CH:23]=1, predict the reactants needed to synthesize it. The reactants are: [Cl:1][C:2]1[CH:3]=[C:4]2[C:9](=[CH:10][CH:11]=1)[N:8]=[C:7]([CH2:12][CH:13]([CH3:15])[CH3:14])[C:6]([CH2:16]O)=[C:5]2[C:18]1[CH:23]=[CH:22][CH:21]=[CH:20][CH:19]=1.S(Cl)(Cl)=O.[C:28]1(=[O:38])[NH:32][C:31](=[O:33])[C:30]2=[CH:34][CH:35]=[CH:36][CH:37]=[C:29]12.[K].